This data is from NCI-60 drug combinations with 297,098 pairs across 59 cell lines. The task is: Regression. Given two drug SMILES strings and cell line genomic features, predict the synergy score measuring deviation from expected non-interaction effect. (1) Drug 1: CN(CC1=CN=C2C(=N1)C(=NC(=N2)N)N)C3=CC=C(C=C3)C(=O)NC(CCC(=O)O)C(=O)O. Drug 2: CC(C)NC(=O)C1=CC=C(C=C1)CNNC.Cl. Cell line: UACC62. Synergy scores: CSS=52.1, Synergy_ZIP=-0.818, Synergy_Bliss=-2.58, Synergy_Loewe=-71.0, Synergy_HSA=-2.50. (2) Drug 1: CC12CCC(CC1=CCC3C2CCC4(C3CC=C4C5=CN=CC=C5)C)O. Drug 2: C1CN1P(=S)(N2CC2)N3CC3. Cell line: T-47D. Synergy scores: CSS=2.91, Synergy_ZIP=-5.25, Synergy_Bliss=-2.16, Synergy_Loewe=-4.20, Synergy_HSA=-1.41. (3) Drug 1: C1=CC(=CC=C1CCC2=CNC3=C2C(=O)NC(=N3)N)C(=O)NC(CCC(=O)O)C(=O)O. Drug 2: C1C(C(OC1N2C=NC(=NC2=O)N)CO)O. Cell line: A498. Synergy scores: CSS=22.5, Synergy_ZIP=1.82, Synergy_Bliss=1.93, Synergy_Loewe=-6.68, Synergy_HSA=2.02. (4) Drug 1: C1CC(=O)NC(=O)C1N2CC3=C(C2=O)C=CC=C3N. Drug 2: C1CNP(=O)(OC1)N(CCCl)CCCl. Cell line: RXF 393. Synergy scores: CSS=4.82, Synergy_ZIP=1.26, Synergy_Bliss=6.33, Synergy_Loewe=2.65, Synergy_HSA=2.98. (5) Drug 1: CC1=CC=C(C=C1)C2=CC(=NN2C3=CC=C(C=C3)S(=O)(=O)N)C(F)(F)F. Drug 2: C1=CC=C(C=C1)NC(=O)CCCCCCC(=O)NO. Cell line: SK-OV-3. Synergy scores: CSS=12.6, Synergy_ZIP=-2.71, Synergy_Bliss=2.03, Synergy_Loewe=-19.2, Synergy_HSA=-0.453.